Task: Predict the reaction yield, written as a fraction of the theoretical maximum amount of product (1.0 means a 100% yield; for example, 0.34 means a 34% yield).. Dataset: Reaction yield outcomes from USPTO patents with 853,638 reactions (1) The reactants are [F:1][C:2]1[C:31]([F:32])=[CH:30][CH:29]=[CH:28][C:3]=1[O:4][C:5]1[CH:10]=[CH:9][C:8]([C:11]2[C:19]3[C:14](=[N:15][CH:16]=[N:17][C:18]=3[NH2:20])[N:13]([CH2:21][C@@H:22]3[CH2:26][CH2:25][CH2:24][NH:23]3)[N:12]=2)=[C:7]([F:27])[CH:6]=1.[C:33]([CH2:35][C:36](O)=[O:37])#[N:34].CN(C(ON1N=NC2C=CC=NC1=2)=[N+](C)C)C.F[P-](F)(F)(F)(F)F. The catalyst is C(Cl)Cl.O. The product is [NH2:20][C:18]1[N:17]=[CH:16][N:15]=[C:14]2[N:13]([CH2:21][C@@H:22]3[CH2:26][CH2:25][CH2:24][N:23]3[C:36](=[O:37])[CH2:35][C:33]#[N:34])[N:12]=[C:11]([C:8]3[CH:9]=[CH:10][C:5]([O:4][C:3]4[CH:28]=[CH:29][CH:30]=[C:31]([F:32])[C:2]=4[F:1])=[CH:6][C:7]=3[F:27])[C:19]=12. The yield is 0.690. (2) The reactants are C([N:8]1[CH2:14][C:13]2[N:15]=[CH:16][C:17]([N:19]([CH2:21][CH:22]3[CH2:24][CH2:23]3)[CH3:20])=[N:18][C:12]=2[O:11][CH2:10][CH2:9]1)C1C=CC=CC=1.C(OCC)(=O)C.[ClH:31]. The catalyst is CO.[OH-].[OH-].[Pd+2]. The product is [ClH:31].[CH:22]1([CH2:21][N:19]([CH3:20])[C:17]2[CH:16]=[N:15][C:13]3[CH2:14][NH:8][CH2:9][CH2:10][O:11][C:12]=3[N:18]=2)[CH2:23][CH2:24]1. The yield is 0.670. (3) The reactants are F[C:2]1[N:7]=[C:6]([NH2:8])[CH:5]=[CH:4][CH:3]=1.Cl.[CH:10]12[CH2:15][CH:14]1[CH2:13][NH:12][CH2:11]2.CCN(CC)CC. The catalyst is O. The product is [CH:10]12[CH2:15][CH:14]1[CH2:13][N:12]([C:2]1[N:7]=[C:6]([NH2:8])[CH:5]=[CH:4][CH:3]=1)[CH2:11]2. The yield is 0.760. (4) The reactants are O.[C:2]1([CH:8]([CH3:11])[C:9]#[N:10])[CH:7]=[CH:6][CH:5]=[CH:4][CH:3]=1.[ClH:12].[H][H]. The catalyst is C(O)C. The product is [ClH:12].[C:2]1([CH:8]([CH3:11])[CH2:9][NH2:10])[CH:7]=[CH:6][CH:5]=[CH:4][CH:3]=1. The yield is 0.762.